This data is from Full USPTO retrosynthesis dataset with 1.9M reactions from patents (1976-2016). The task is: Predict the reactants needed to synthesize the given product. (1) Given the product [NH2:7][CH2:8][CH2:9][NH:10][S:11]([C:14]1[C:15]2[CH:16]=[CH:17][N:18]=[CH:19][C:20]=2[CH:21]=[C:22]([C:24]2[CH:29]=[CH:28][CH:27]=[C:26]([CH:30]([F:32])[F:31])[CH:25]=2)[CH:23]=1)(=[O:13])=[O:12], predict the reactants needed to synthesize it. The reactants are: C(OC(=O)[NH:7][CH2:8][CH2:9][NH:10][S:11]([C:14]1[C:15]2[CH:16]=[CH:17][N:18]=[CH:19][C:20]=2[CH:21]=[C:22]([C:24]2[CH:29]=[CH:28][CH:27]=[C:26]([CH:30]([F:32])[F:31])[CH:25]=2)[CH:23]=1)(=[O:13])=[O:12])(C)(C)C.Cl. (2) Given the product [Br:1][C:2]1[CH:7]=[CH:6][C:5]([F:8])=[CH:4][C:3]=1[C:9]1[N:13]([C:14]([CH3:17])([CH3:15])[CH3:16])[N:12]=[CH:11][C:10]=1[C@@H:18]([CH:20]1[CH2:22][CH2:21]1)[NH:19][S:38]([C:35]1[CH:36]=[N:37][C:32]([C:31]([F:43])([F:30])[F:42])=[CH:33][CH:34]=1)(=[O:40])=[O:39], predict the reactants needed to synthesize it. The reactants are: [Br:1][C:2]1[CH:7]=[CH:6][C:5]([F:8])=[CH:4][C:3]=1[C:9]1[N:13]([C:14]([CH3:17])([CH3:16])[CH3:15])[N:12]=[CH:11][C:10]=1[C@@H:18]([CH:20]1[CH2:22][CH2:21]1)[NH2:19].C(N(CC)CC)C.[F:30][C:31]([F:43])([F:42])[C:32]1[N:37]=[CH:36][C:35]([S:38](Cl)(=[O:40])=[O:39])=[CH:34][CH:33]=1.O.